The task is: Predict the reactants needed to synthesize the given product.. This data is from Full USPTO retrosynthesis dataset with 1.9M reactions from patents (1976-2016). (1) Given the product [Cl:5][C:6]1[C:7](=[CH:11][C:12](=[S:22](=[O:24])=[O:23])[CH:13]([CH3:21])[C:14]=1[C:15]1[CH2:19][CH:18]([CH3:20])[O:17][N:16]=1)[C:8]([Cl:3])=[O:9], predict the reactants needed to synthesize it. The reactants are: S(Cl)([Cl:3])=O.[Cl:5][C:6]1[C:7](=[CH:11][C:12](=[S:22](=[O:24])=[O:23])[CH:13]([CH3:21])[C:14]=1[C:15]1[CH2:19][CH:18]([CH3:20])[O:17][N:16]=1)[C:8](O)=[O:9].CN(C)C=O. (2) Given the product [CH:38]([O:37][C:33]([O:34][CH2:35][O:29][C:28](=[O:30])[C@H:27]([OH:31])[CH2:26][N:15]([CH2:14][C:11]1[CH:10]=[CH:9][C:8]([C:6]2[CH:7]=[C:2]([Cl:1])[CH:3]=[CH:4][C:5]=2[F:32])=[CH:13][CH:12]=1)[NH:16][C:17]([C:19]1[O:23][N:22]=[C:21]([O:24][CH3:25])[CH:20]=1)=[O:18])=[O:41])([CH3:40])[CH3:39], predict the reactants needed to synthesize it. The reactants are: [Cl:1][C:2]1[CH:3]=[CH:4][C:5]([F:32])=[C:6]([C:8]2[CH:13]=[CH:12][C:11]([CH2:14][N:15]([CH2:26][C@@H:27]([OH:31])[C:28]([OH:30])=[O:29])[NH:16][C:17]([C:19]3[O:23][N:22]=[C:21]([O:24][CH3:25])[CH:20]=3)=[O:18])=[CH:10][CH:9]=2)[CH:7]=1.[C:33](=[O:41])([O:37][CH:38]([CH3:40])[CH3:39])[O:34][CH2:35]Cl.[Na+].[I-].N1C=CC=CC=1. (3) Given the product [F:16][C:17]([F:28])([F:27])[C:18]1[CH:23]=[CH:22][C:21]([C:2]2[C:3]3[C:8]([CH:9]=[C:10]4[C:15]=2[CH:14]=[CH:13][CH:12]=[CH:11]4)=[CH:7][CH:6]=[CH:5][CH:4]=3)=[CH:20][CH:19]=1, predict the reactants needed to synthesize it. The reactants are: Br[C:2]1[C:3]2[C:8]([CH:9]=[C:10]3[C:15]=1[CH:14]=[CH:13][CH:12]=[CH:11]3)=[CH:7][CH:6]=[CH:5][CH:4]=2.[F:16][C:17]([F:28])([F:27])[C:18]1[CH:23]=[CH:22][C:21](B(O)O)=[CH:20][CH:19]=1.C1(C)C=CC=CC=1P(C1C=CC=CC=1C)C1C=CC=CC=1C.C(=O)([O-])[O-].[K+].[K+]. (4) Given the product [NH2:22][C:16]1[CH:17]=[CH:18][C:19]([CH3:21])=[CH:20][C:15]=1[O:14][CH2:13][C@H:9]([NH:8][C:6]([O:5][C:1]([CH3:2])([CH3:3])[CH3:4])=[O:7])[C:10]([OH:12])=[O:11], predict the reactants needed to synthesize it. The reactants are: [C:1]([O:5][C:6]([NH:8][C@@H:9]([CH2:13][O:14][C:15]1[CH:20]=[C:19]([CH3:21])[CH:18]=[CH:17][C:16]=1[N+:22]([O-])=O)[C:10]([OH:12])=[O:11])=[O:7])([CH3:4])([CH3:3])[CH3:2]. (5) Given the product [NH2:63][C@H:64]([C:69]([O:1][C@H:2]1[C:10]2[C:5](=[CH:6][CH:7]=[CH:8][CH:9]=2)[CH2:4][C@:3]1([CH2:20][C:21]1[CH:30]=[CH:29][C:24]([C:25](=[O:26])[NH:27][CH3:28])=[CH:23][CH:22]=1)[C:11]1[CH2:12][C:13]2[C:18]([CH:19]=1)=[CH:17][CH:16]=[CH:15][CH:14]=2)=[O:70])[CH2:65][CH:66]([CH3:68])[CH3:67], predict the reactants needed to synthesize it. The reactants are: [OH:1][C@H:2]1[C:10]2[C:5](=[CH:6][CH:7]=[CH:8][CH:9]=2)[CH2:4][C@:3]1([CH2:20][C:21]1[CH:30]=[CH:29][C:24]([C:25]([NH:27][CH3:28])=[O:26])=[CH:23][CH:22]=1)[C:11]1[CH2:12][C:13]2[C:18]([CH:19]=1)=[CH:17][CH:16]=[CH:15][CH:14]=2.C1CCC(N=C=NC2CCCCC2)CC1.C([NH:63][C@H:64]([C:69](O)=[O:70])[CH2:65][CH:66]([CH3:68])[CH3:67])(OCC1C2C(=CC=CC=2)C2C1=CC=CC=2)=O. (6) Given the product [C:1]([C:4]1[C:22](=[O:23])[C@@:8]2([CH3:24])[C:9]3[C:15]([OH:16])=[CH:14][C:13]([O:17][CH3:18])=[C:12]([C:19]([NH:21][CH2:41][C:34]4[C:35]5[C:40](=[CH:39][CH:38]=[CH:37][CH:36]=5)[C:31]([O:30][CH2:26][C:27]#[C:28][CH3:29])=[C:32]([CH3:44])[C:33]=4[CH3:43])=[O:20])[C:10]=3[O:11][C:7]2=[CH:6][C:5]=1[OH:25])(=[O:3])[CH3:2], predict the reactants needed to synthesize it. The reactants are: [C:1]([C:4]1[C:22](=[O:23])[C@@:8]2([CH3:24])[C:9]3[C:15]([OH:16])=[CH:14][C:13]([O:17][CH3:18])=[C:12]([C:19]([NH2:21])=[O:20])[C:10]=3[O:11][C:7]2=[CH:6][C:5]=1[OH:25])(=[O:3])[CH3:2].[CH2:26]([O:30][C:31]1[C:40]2[C:35](=[CH:36][CH:37]=[CH:38][CH:39]=2)[C:34]([CH:41]=O)=[C:33]([CH3:43])[C:32]=1[CH3:44])[C:27]#[C:28][CH3:29].C([SiH](CC)CC)C.FC(F)(F)C(O)=O.